This data is from Full USPTO retrosynthesis dataset with 1.9M reactions from patents (1976-2016). The task is: Predict the reactants needed to synthesize the given product. (1) Given the product [F:1][C:2]1[CH:3]=[C:4]([N:5]2[C:27](=[O:28])[CH:26]=[C:25]([CH3:31])[N:21]=[C:22]2[CH3:24])[CH:6]=[CH:7][C:8]=1[N:9]1[CH2:10][CH2:11][S:12][CH2:13][CH2:14]1, predict the reactants needed to synthesize it. The reactants are: [F:1][C:2]1[CH:3]=[C:4]([CH:6]=[CH:7][C:8]=1[N:9]1[CH2:14][CH2:13][S:12][CH2:11][CH2:10]1)[NH2:5].C[Al](C)C.N#N.[NH:21](/[C:25](/[CH3:31])=[CH:26]\[C:27](OC)=[O:28])[C:22]([CH3:24])=O. (2) Given the product [NH2:1][C:2]1[S:6][N:5]=[C:4](/[C:7](=[N:38]/[O:39][C:40]([C:43]([OH:45])=[O:44])([CH3:42])[CH3:41])/[C:8]([NH:10][C@@H:11]2[C:36](=[O:37])[N:13]3[C:14]([C:33]([O-:35])=[O:34])=[C:15]([CH2:18][N+:19]4[N:20]([CH3:32])[C:21]([NH2:31])=[C:22]([NH:24][CH2:27][CH2:28][CH2:29][NH2:30])[CH:23]=4)[CH2:16][S:17][C@H:12]23)=[O:9])[N:3]=1, predict the reactants needed to synthesize it. The reactants are: [NH2:1][C:2]1[S:6][N:5]=[C:4](/[C:7](=[N:38]/[O:39][C:40]([C:43]([OH:45])=[O:44])([CH3:42])[CH3:41])/[C:8]([NH:10][C@@H:11]2[C:36](=[O:37])[N:13]3[C:14]([C:33]([O-:35])=[O:34])=[C:15]([CH2:18][N+:19]4[N:20]([CH3:32])[C:21]([NH2:31])=[C:22]([N:24]([CH2:27][CH2:28][CH2:29][NH2:30])C=O)[CH:23]=4)[CH2:16][S:17][C@H:12]23)=[O:9])[N:3]=1.Cl.C(=O)([O-])O.[Na+]. (3) The reactants are: [OH:1][C:2]1[CH:11]=[C:10]2[C:5]([C:6]([O:12][C:13]3[C:14]([C:23](=[O:25])[CH3:24])=[N:15][C:16]4[C:21]([CH:22]=3)=[CH:20][CH:19]=[CH:18][CH:17]=4)=[CH:7][CH:8]=[N:9]2)=[CH:4][C:3]=1[O:26][CH3:27].C1(P(C2C=CC=CC=2)C2C=CC=CC=2)C=CC=CC=1.CC1(C)[O:53][CH2:52][CH:51]([CH2:54]O)[CH2:50][O:49]1.CCOC(/N=N/C(OCC)=O)=O.S(=O)(=O)(O)O.[OH-].[Na+]. Given the product [OH:49][CH2:50][CH:51]([CH2:52][OH:53])[CH2:54][O:1][C:2]1[CH:11]=[C:10]2[C:5]([C:6]([O:12][C:13]3[C:14]([C:23](=[O:25])[CH3:24])=[N:15][C:16]4[C:21]([CH:22]=3)=[CH:20][CH:19]=[CH:18][CH:17]=4)=[CH:7][CH:8]=[N:9]2)=[CH:4][C:3]=1[O:26][CH3:27], predict the reactants needed to synthesize it.